This data is from Catalyst prediction with 721,799 reactions and 888 catalyst types from USPTO. The task is: Predict which catalyst facilitates the given reaction. (1) Reactant: [C:1]([CH2:9][C:10]#[N:11])(=O)[C:2]1[CH:7]=[CH:6][CH:5]=[CH:4][CH:3]=1.[CH3:12][NH:13][NH2:14]. Product: [CH3:12][N:13]1[C:10]([NH2:11])=[CH:9][C:1]([C:2]2[CH:7]=[CH:6][CH:5]=[CH:4][CH:3]=2)=[N:14]1. The catalyst class is: 5. (2) Reactant: C(O[C:6]([N:8]1[C:12]2=[N:13][C:14]([Cl:18])=[C:15]([Br:17])[N:16]=[C:11]2[CH:10]=[CH:9]1)=[O:7])(C)(C)C.[CH2:19]=[O:20].[OH-].[Na+].Cl. The catalyst class is: 38. Product: [Br:17][C:15]1[N:16]=[C:11]2[C:10]([CH2:19][OH:20])=[CH:9][N:8]([CH2:6][OH:7])[C:12]2=[N:13][C:14]=1[Cl:18]. (3) Reactant: COC1C=C(OC)C=CC=1C[N:6]([C:30]1[CH:35]=[CH:34][N:33]=[CH:32][N:31]=1)[S:7]([C:10]1[CH:15]=[CH:14][C:13]([O:16][C@H:17]2[CH2:21][CH2:20][CH2:19][C@@H:18]2[C:22]2[N:26]([CH3:27])[N:25]=[CH:24][CH:23]=2)=[C:12]([F:28])[C:11]=1[F:29])(=[O:9])=[O:8].C([SiH](CC)CC)C.FC(F)(F)C(O)=O. The catalyst class is: 4. Product: [F:29][C:11]1[C:12]([F:28])=[C:13]([O:16][C@H:17]2[CH2:21][CH2:20][CH2:19][C@@H:18]2[C:22]2[N:26]([CH3:27])[N:25]=[CH:24][CH:23]=2)[CH:14]=[CH:15][C:10]=1[S:7]([NH:6][C:30]1[CH:35]=[CH:34][N:33]=[CH:32][N:31]=1)(=[O:8])=[O:9]. (4) Reactant: FC(F)(F)S([O:6][Si:7]([C:10]([CH3:13])([CH3:12])[CH3:11])([CH3:9])[CH3:8])(=O)=O.[Cl:16][C:17]1[S:21][C:20]([C:22]([NH:24][CH2:25][CH:26]2[O:30][N:29]=[C:28]([C:31]3[CH:36]=[CH:35][C:34]([NH:37][CH2:38][CH2:39]O)=[CH:33][CH:32]=3)[CH2:27]2)=[O:23])=[CH:19][CH:18]=1.CC1C=CC=C(C)N=1.O. Product: [Si:7]([O:6][CH2:39][CH2:38][NH:37][C:34]1[CH:33]=[CH:32][C:31]([C:28]2[CH2:27][CH:26]([CH2:25][NH:24][C:22]([C:20]3[S:21][C:17]([Cl:16])=[CH:18][CH:19]=3)=[O:23])[O:30][N:29]=2)=[CH:36][CH:35]=1)([C:10]([CH3:11])([CH3:12])[CH3:13])([CH3:8])[CH3:9]. The catalyst class is: 4. (5) Reactant: C([O:3][C:4](=[O:25])[CH:5]([C:18]1[CH:19]=[C:20]([CH3:24])[CH:21]=[CH:22][CH:23]=1)[CH2:6][C:7]#[C:8][C:9]([C:11]1[CH:16]=[CH:15][C:14]([Br:17])=[CH:13][CH:12]=1)=O)C.[NH2:26][NH2:27].C([O-])([O-])=O.[Cs+].[Cs+]. Product: [Br:17][C:14]1[CH:13]=[CH:12][C:11]([C:9]2[N:27]([C:14]3[CH:15]=[CH:16][C:11]([CH3:9])=[CH:12][CH:13]=3)[N:26]=[C:7]([CH2:6][CH:5]([C:18]3[CH:19]=[C:20]([CH3:24])[CH:21]=[CH:22][CH:23]=3)[C:4]([OH:3])=[O:25])[CH:8]=2)=[CH:16][CH:15]=1. The catalyst class is: 56. (6) Reactant: [OH:1][C:2]1[CH:3]=[C:4]([C:8](=[N:10]O)[CH3:9])[CH:5]=[CH:6][CH:7]=1.Cl.OCC1(OC[C@@H](O)[C@@H](O)[C@H]1O)O. Product: [NH2:10][CH:8]([C:4]1[CH:3]=[C:2]([OH:1])[CH:7]=[CH:6][CH:5]=1)[CH3:9]. The catalyst class is: 19.